Predict the reaction yield, written as a fraction of the theoretical maximum amount of product (1.0 means a 100% yield; for example, 0.34 means a 34% yield). From a dataset of Reaction yield outcomes from USPTO patents with 853,638 reactions. The reactants are [Br:1][C:2]1[CH:10]=[C:6]([C:7]([OH:9])=O)[C:5]([OH:11])=[CH:4][CH:3]=1.[F:12][C:13]([F:22])([F:21])[C:14]1[CH:15]=[C:16]([CH:18]=[CH:19][CH:20]=1)[NH2:17]. No catalyst specified. The product is [Br:1][C:2]1[CH:3]=[CH:4][C:5]([OH:11])=[C:6]([CH:10]=1)[C:7]([NH:17][C:16]1[CH:18]=[CH:19][CH:20]=[C:14]([C:13]([F:12])([F:21])[F:22])[CH:15]=1)=[O:9]. The yield is 0.503.